Predict the product of the given reaction. From a dataset of Forward reaction prediction with 1.9M reactions from USPTO patents (1976-2016). (1) Given the reactants [Cl:1][C:2]1[CH:7]=[CH:6][CH:5]=[CH:4][C:3]=1[NH:8][C:9](=[O:36])[NH:10][C:11]1[CH:16]=[CH:15][C:14]([C:17]2[S:21][C:20]([CH:22]3[CH2:27][CH2:26][CH:25]([CH2:28][C:29]([O:31]C(C)(C)C)=[O:30])[CH2:24][CH2:23]3)=[N:19][CH:18]=2)=[CH:13][CH:12]=1.[OH-].[Na+], predict the reaction product. The product is: [Cl:1][C:2]1[CH:7]=[CH:6][CH:5]=[CH:4][C:3]=1[NH:8][C:9](=[O:36])[NH:10][C:11]1[CH:12]=[CH:13][C:14]([C:17]2[S:21][C:20]([CH:22]3[CH2:23][CH2:24][CH:25]([CH2:28][C:29]([OH:31])=[O:30])[CH2:26][CH2:27]3)=[N:19][CH:18]=2)=[CH:15][CH:16]=1. (2) Given the reactants [Br:1][C:2]1[CH:7]=[CH:6][C:5](I)=[CH:4][CH:3]=1.[C:9]1([C:15]#[CH:16])[CH:14]=[CH:13][CH:12]=[CH:11][CH:10]=1.O1CCCC1.[O-][Si]([O-])=O.[Mg+2], predict the reaction product. The product is: [Br:1][C:2]1[CH:7]=[CH:6][C:5]([C:16]#[C:15][C:9]2[CH:14]=[CH:13][CH:12]=[CH:11][CH:10]=2)=[CH:4][CH:3]=1. (3) Given the reactants [Cl:1][C:2]1[C:3]([CH3:39])=[N:4][O:5][C:6]=1[N:7](COCCOC)[S:8]([C:11]1[C:19]2[C:14](=[N:15][CH:16]=[CH:17][CH:18]=2)[S:13][C:12]=1[C:20](=[O:32])[CH2:21][CH2:22][C:23]1[CH:28]=[CH:27][C:26]2[O:29][CH2:30][O:31][C:25]=2[CH:24]=1)(=[O:10])=[O:9].Cl, predict the reaction product. The product is: [Cl:1][C:2]1[C:3]([CH3:39])=[N:4][O:5][C:6]=1[NH:7][S:8]([C:11]1[C:19]2[C:14](=[N:15][CH:16]=[CH:17][CH:18]=2)[S:13][C:12]=1[C:20](=[O:32])[CH2:21][CH2:22][C:23]1[CH:28]=[CH:27][C:26]2[O:29][CH2:30][O:31][C:25]=2[CH:24]=1)(=[O:9])=[O:10]. (4) Given the reactants [Br:1][C:2]1[CH:3]=[C:4]([CH:13]=[CH:14][CH:15]=1)/[CH:5]=[N:6]/[S@@:7]([C:9]([CH3:12])([CH3:11])[CH3:10])=[O:8].[Li][C:17]1[CH:18]=[CH:19][CH:20]=[CH:21][CH:22]=1, predict the reaction product. The product is: [Br:1][C:2]1[CH:3]=[C:4]([C@@H:5]([C:17]2[CH:18]=[CH:19][CH:20]=[CH:21][CH:22]=2)[NH:6][S@@:7]([C:9]([CH3:11])([CH3:12])[CH3:10])=[O:8])[CH:13]=[CH:14][CH:15]=1.